This data is from Catalyst prediction with 721,799 reactions and 888 catalyst types from USPTO. The task is: Predict which catalyst facilitates the given reaction. (1) Reactant: [NH2:1][C:2]1[C:11]([NH2:12])=[CH:10][C:9]([C:13]2[C:14]([CH3:19])=[N:15][O:16][C:17]=2[CH3:18])=[CH:8][C:3]=1[C:4]([O:6][CH3:7])=[O:5].Cl.[C:21](=N)(OCC)[CH3:22]. Product: [CH3:19][C:14]1[C:13]([C:9]2[CH:8]=[C:3]([C:4]([O:6][CH3:7])=[O:5])[C:2]3[N:1]=[C:21]([CH3:22])[NH:12][C:11]=3[CH:10]=2)=[C:17]([CH3:18])[O:16][N:15]=1. The catalyst class is: 5. (2) Reactant: N(C(OC(C)C)=O)=NC(OC(C)C)=O.[Si:15]([O:22][C@@H:23]([CH2:27][CH2:28][CH2:29][CH2:30][CH2:31][CH3:32])[C@@H:24](O)[CH3:25])([C:18]([CH3:21])([CH3:20])[CH3:19])([CH3:17])[CH3:16].[Cl:33][C:34]1[N:42]=[CH:41][N:40]=[C:39]2[C:35]=1[N:36]=[CH:37][NH:38]2.C1(P(C2C=CC=CC=2)C2C=CC=CC=2)C=CC=CC=1. Product: [Si:15]([O:22][C@@H:23]([CH2:27][CH2:28][CH2:29][CH2:30][CH2:31][CH3:32])[C@H:24]([N:38]1[CH:37]=[N:36][C:35]2[C:39]1=[N:40][CH:41]=[N:42][C:34]=2[Cl:33])[CH3:25])([C:18]([CH3:21])([CH3:20])[CH3:19])([CH3:17])[CH3:16]. The catalyst class is: 7. (3) Reactant: [ClH:1].C[O:3][C:4](=O)[CH2:5][C@@H:6]([NH2:10])[CH:7]([CH3:9])[CH3:8].[OH-].[NH4+:13].O. The catalyst class is: 11. Product: [ClH:1].[NH2:10][C@@H:6]([CH:7]([CH3:9])[CH3:8])[CH2:5][C:4]([NH2:13])=[O:3].